From a dataset of Catalyst prediction with 721,799 reactions and 888 catalyst types from USPTO. Predict which catalyst facilitates the given reaction. Reactant: Cl.[OH:2][C@H:3]1[CH2:7][NH:6][C@H:5]([C:8]([O:10][CH3:11])=[O:9])[CH2:4]1.C(N(CC)CC)C.[C:19](O[C:19]([O:21][C:22]([CH3:25])([CH3:24])[CH3:23])=[O:20])([O:21][C:22]([CH3:25])([CH3:24])[CH3:23])=[O:20]. Product: [C:22]([O:21][C:19]([N:6]1[CH2:7][C@H:3]([OH:2])[CH2:4][C@H:5]1[C:8]([O:10][CH3:11])=[O:9])=[O:20])([CH3:25])([CH3:24])[CH3:23]. The catalyst class is: 64.